Regression. Given a peptide amino acid sequence and an MHC pseudo amino acid sequence, predict their binding affinity value. This is MHC class I binding data. From a dataset of Peptide-MHC class I binding affinity with 185,985 pairs from IEDB/IMGT. The peptide sequence is FFSYLMKDK. The MHC is HLA-A02:02 with pseudo-sequence HLA-A02:02. The binding affinity (normalized) is 0.259.